The task is: Predict the reaction yield, written as a fraction of the theoretical maximum amount of product (1.0 means a 100% yield; for example, 0.34 means a 34% yield).. This data is from Reaction yield outcomes from USPTO patents with 853,638 reactions. (1) The reactants are Cl[C:2]1[N:9]=[CH:8][CH:7]=[CH:6][C:3]=1[C:4]#[N:5].C(N(CC)CC)C.[C:17]([Si:19]([CH3:22])([CH3:21])[CH3:20])#[CH:18].O. The catalyst is C1(C)C=CC=CC=1.C1C=CC(P(C2C=CC=CC=2)[C-]2C=CC=C2)=CC=1.C1C=CC(P(C2C=CC=CC=2)[C-]2C=CC=C2)=CC=1.Cl[Pd]Cl.[Fe+2].[Cu]I. The yield is 0.610. The product is [CH3:20][Si:19]([C:17]#[C:18][C:2]1[N:9]=[CH:8][CH:7]=[CH:6][C:3]=1[C:4]#[N:5])([CH3:22])[CH3:21]. (2) The reactants are [Cl:1][C:2]1[CH:21]=[CH:20][C:5]([CH2:6][NH:7][C:8]([C:10]2[CH:11]=[CH:12][C:13]3[S:17][CH:16]=[CH:15][C:14]=3[C:18]=2[OH:19])=[O:9])=[CH:4][CH:3]=1.[Cl-].[CH2:23]=[N+:24]1[CH2:29][CH2:28][O:27][CH2:26][CH2:25]1.C(=O)(O)[O-].[Na+]. The catalyst is C(#N)C. The product is [Cl:1][C:2]1[CH:3]=[CH:4][C:5]([CH2:6][NH:7][C:8]([C:10]2[CH:11]=[CH:12][C:13]3[S:17][C:16]([CH2:23][N:24]4[CH2:29][CH2:28][O:27][CH2:26][CH2:25]4)=[CH:15][C:14]=3[C:18]=2[OH:19])=[O:9])=[CH:20][CH:21]=1. The yield is 0.760. (3) The reactants are [H-].[Na+].[O:3]1[C:7]2[CH:8]=[CH:9][C:10]([C:12]3([C:15]([NH:17][C:18]4[CH:19]=[CH:20][C:21]([CH3:35])=[C:22]([C:24]5[CH:29]=[CH:28][C:27]([C:30]([N:32]([CH3:34])[CH3:33])=[O:31])=[CH:26][CH:25]=5)[CH:23]=4)=[O:16])[CH2:14][CH2:13]3)=[CH:11][C:6]=2[O:5][CH2:4]1.IC. The catalyst is O1CCCC1.CN(C)C=O. The product is [O:3]1[C:7]2[CH:8]=[CH:9][C:10]([C:12]3([C:15]([NH:17][C:18]4[CH:19]=[CH:20][C:21]([CH2:35][O:3][CH:7]([CH3:8])[CH3:6])=[C:22]([C:24]5[CH:25]=[CH:26][C:27]([C:30]([N:32]([CH3:34])[CH3:33])=[O:31])=[CH:28][CH:29]=5)[CH:23]=4)=[O:16])[CH2:14][CH2:13]3)=[CH:11][C:6]=2[O:5][CH2:4]1. The yield is 0.420. (4) The yield is 0.730. The reactants are C([O:4][CH2:5][C@@H:6]1[CH2:11][CH2:10][CH2:9][C@H:8]([C:12]#[N:13])[O:7]1)(=O)C.CCN(CC)CC. The product is [OH:4][CH2:5][C@H:6]1[O:7][C@@H:8]([C:12]#[N:13])[CH2:9][CH2:10][CH2:11]1. The catalyst is CO. (5) The reactants are C(OC([NH:8][C:9]1[CH:36]=[C:12]2[CH2:13][N:14]([C:18]([O:20][CH2:21][C:22]3[CH:27]=[C:26]([C:28]([F:31])([F:30])[F:29])[CH:25]=[C:24]([C:32]([F:35])([F:34])[F:33])[CH:23]=3)=[O:19])[CH2:15][CH2:16][CH2:17][N:11]2[N:10]=1)=O)(C)(C)C.Cl. The catalyst is O1CCOCC1.O. The product is [NH2:8][C:9]1[CH:36]=[C:12]2[CH2:13][N:14]([C:18]([O:20][CH2:21][C:22]3[CH:27]=[C:26]([C:28]([F:29])([F:30])[F:31])[CH:25]=[C:24]([C:32]([F:35])([F:33])[F:34])[CH:23]=3)=[O:19])[CH2:15][CH2:16][CH2:17][N:11]2[N:10]=1. The yield is 0.950.